From a dataset of CYP2C9 inhibition data for predicting drug metabolism from PubChem BioAssay. Regression/Classification. Given a drug SMILES string, predict its absorption, distribution, metabolism, or excretion properties. Task type varies by dataset: regression for continuous measurements (e.g., permeability, clearance, half-life) or binary classification for categorical outcomes (e.g., BBB penetration, CYP inhibition). Dataset: cyp2c9_veith. (1) The compound is ClC(Cl)(Cl)C(N1CCN(c2ccccc2)CC1)N1CCN(c2ccccc2)CC1. The result is 0 (non-inhibitor). (2) The compound is CCN(c1ccc(NC(=O)COC(=O)c2ccc3ccccc3n2)cc1)C(C)C. The result is 1 (inhibitor). (3) The drug is O=c1c(-c2ccccc2)nc2cnc(N3CCOCC3)nc2n1C1CC1. The result is 1 (inhibitor).